This data is from Full USPTO retrosynthesis dataset with 1.9M reactions from patents (1976-2016). The task is: Predict the reactants needed to synthesize the given product. (1) Given the product [CH3:9][C:8]1([CH3:13])[O:4][CH:3]([CH2:5][OH:6])[CH2:2][O:1]1, predict the reactants needed to synthesize it. The reactants are: [OH:1][CH2:2][CH:3]([CH2:5][OH:6])[OH:4].O.[C:8]1(C)[CH:13]=CC(S(O)(=O)=O)=C[CH:9]=1. (2) Given the product [Br:1][C:2]1[CH:7]=[C:6]([F:8])[CH:5]=[CH:4][C:3]=1[N:9]([S:24]([CH2:22][CH3:23])(=[O:26])=[O:25])[S:10]([CH2:13][CH3:14])(=[O:12])=[O:11], predict the reactants needed to synthesize it. The reactants are: [Br:1][C:2]1[CH:7]=[C:6]([F:8])[CH:5]=[CH:4][C:3]=1[NH:9][S:10]([CH2:13][CH3:14])(=[O:12])=[O:11].C(N(CC)CC)C.[CH2:22]([S:24](Cl)(=[O:26])=[O:25])[CH3:23].Cl. (3) Given the product [Cl:26][C:27]1[N:32]=[C:31]([N:21]2[CH2:20][CH2:19][N:18]([C:13]3[C:14]([CH3:17])=[C:15]([CH3:16])[C:9]4[O:8][C:7]([CH3:25])([CH3:6])[CH2:11][C:10]=4[C:12]=3[CH3:24])[CH2:23][CH2:22]2)[CH:30]=[CH:29][N:28]=1.[Cl:33][C:31]1[CH:30]=[CH:29][N:28]=[C:27]([N:21]2[CH2:20][CH2:19][N:18]([C:13]3[C:14]([CH3:17])=[C:15]([CH3:16])[C:9]4[O:8][C:7]([CH3:25])([CH3:6])[CH2:11][C:10]=4[C:12]=3[CH3:24])[CH2:23][CH2:22]2)[N:32]=1, predict the reactants needed to synthesize it. The reactants are: CN(C=O)C.[CH3:6][C:7]1([CH3:25])[CH2:11][C:10]2[C:12]([CH3:24])=[C:13]([N:18]3[CH2:23][CH2:22][NH:21][CH2:20][CH2:19]3)[C:14]([CH3:17])=[C:15]([CH3:16])[C:9]=2[O:8]1.[Cl:26][C:27]1[N:32]=[C:31]([Cl:33])[CH:30]=[CH:29][N:28]=1.C(N(CC)CC)C. (4) Given the product [Cl:36][C:2]([Cl:1])([Cl:35])[C:3]([O:6][C:7]([N:9]1[CH:14]2[C:15]([C:27]([OH:29])=[O:28])=[C:16]([C:18]3[CH:23]=[CH:22][CH:21]=[C:20]([CH2:24][CH2:25][OH:26])[CH:19]=3)[CH2:17][CH:10]1[CH2:11][N:12]([C:32](=[O:34])[CH3:33])[CH2:13]2)=[O:8])([CH3:4])[CH3:5], predict the reactants needed to synthesize it. The reactants are: [Cl:1][C:2]([Cl:36])([Cl:35])[C:3]([O:6][C:7]([N:9]1[CH:14]2[C:15]([C:27]([O:29]CC)=[O:28])=[C:16]([C:18]3[CH:23]=[CH:22][CH:21]=[C:20]([CH2:24][CH2:25][OH:26])[CH:19]=3)[CH2:17][CH:10]1[CH2:11][N:12]([C:32](=[O:34])[CH3:33])[CH2:13]2)=[O:8])([CH3:5])[CH3:4].[OH-].[Na+].Cl. (5) Given the product [CH2:1]([O:8][C:9]([N:11]1[CH:15]([C:16](=[O:18])[NH:59][C:60]2[S:61][CH:62]=[C:63]([C:65]3[CH:66]=[CH:67][C:68]([C:69](=[O:70])[NH:71][CH:72]4[CH2:74][CH2:73]4)=[CH:75][CH:76]=3)[N:64]=2)[CH2:14][S:13][C@@H:12]1[C:19]1[CH:24]=[CH:23][N:22]=[C:21]([Cl:25])[CH:20]=1)=[O:10])[C:2]1[CH:7]=[CH:6][CH:5]=[CH:4][CH:3]=1, predict the reactants needed to synthesize it. The reactants are: [CH2:1]([O:8][C:9]([N:11]1[CH:15]([C:16]([OH:18])=O)[CH2:14][S:13][C@@H:12]1[C:19]1[CH:24]=[CH:23][N:22]=[C:21]([Cl:25])[CH:20]=1)=[O:10])[C:2]1[CH:7]=[CH:6][CH:5]=[CH:4][CH:3]=1.CCN(C(C)C)C(C)C.CN(C(ON1N=NC2C=CC=NC1=2)=[N+](C)C)C.F[P-](F)(F)(F)(F)F.[NH2:59][C:60]1[S:61][CH:62]=[C:63]([C:65]2[CH:76]=[CH:75][C:68]([C:69]([NH:71][CH:72]3[CH2:74][CH2:73]3)=[O:70])=[CH:67][CH:66]=2)[N:64]=1. (6) The reactants are: [C:1]([C:5]1[CH:10]=[CH:9][CH:8]=[CH:7][C:6]=1[N:11]1[CH2:16][CH2:15][N:14]([C:17](=[O:30])[C:18]([N:20]2[CH2:25][CH2:24][CH:23]([C:26]([O:28]C)=[O:27])[CH2:22][CH2:21]2)=[O:19])[CH2:13][CH2:12]1)([CH3:4])([CH3:3])[CH3:2].[OH-].[Li+].Cl. Given the product [C:1]([C:5]1[CH:10]=[CH:9][CH:8]=[CH:7][C:6]=1[N:11]1[CH2:16][CH2:15][N:14]([C:17](=[O:30])[C:18]([N:20]2[CH2:25][CH2:24][CH:23]([C:26]([OH:28])=[O:27])[CH2:22][CH2:21]2)=[O:19])[CH2:13][CH2:12]1)([CH3:4])([CH3:2])[CH3:3], predict the reactants needed to synthesize it. (7) Given the product [CH2:1]([N:8]1[CH2:13][CH2:12][CH2:11][C@:10]([CH3:14])([CH2:15][O:16][CH2:18][CH2:19][O:20][CH:21]2[CH2:26][CH2:25][CH2:24][CH2:23][O:22]2)[CH2:9]1)[C:2]1[CH:7]=[CH:6][CH:5]=[CH:4][CH:3]=1, predict the reactants needed to synthesize it. The reactants are: [CH2:1]([N:8]1[CH2:13][CH2:12][CH2:11][C@@:10]([CH2:15][OH:16])([CH3:14])[CH2:9]1)[C:2]1[CH:7]=[CH:6][CH:5]=[CH:4][CH:3]=1.Br[CH2:18][CH2:19][O:20][CH:21]1[CH2:26][CH2:25][CH2:24][CH2:23][O:22]1.O. (8) Given the product [CH2:17]1[C:5]2[NH:6][C:7]3[C:12]([C:4]=2[CH2:3][C@@H:2]([C:13]([OH:15])=[O:14])[NH:1]1)=[CH:11][CH:10]=[CH:9][CH:8]=3, predict the reactants needed to synthesize it. The reactants are: [NH2:1][C@H:2]([C:13]([OH:15])=[O:14])[CH2:3][C:4]1[C:12]2[C:7](=[CH:8][CH:9]=[CH:10][CH:11]=2)[NH:6][CH:5]=1.N[CH:17](C(O)=O)CC1C2C(=CC=CC=2)NC=1. (9) Given the product [CH:1]1([CH2:7][C:8]2[N:16]([C:19]3[CH:20]=[CH:21][C:22]([C:23]([NH:25][CH2:26][CH3:27])=[O:24])=[CH:28][CH:29]=3)[N:17]=[N:18][C:9]=2[C:10]([OH:12])=[O:11])[CH2:2][CH2:3][CH2:4][CH2:5][CH2:6]1, predict the reactants needed to synthesize it. The reactants are: [CH:1]1([CH2:7][C:8](=O)[CH2:9][C:10]([O:12]CC)=[O:11])[CH2:6][CH2:5][CH2:4][CH2:3][CH2:2]1.[N:16]([C:19]1[CH:29]=[CH:28][C:22]([C:23]([NH:25][CH2:26][CH3:27])=[O:24])=[CH:21][CH:20]=1)=[N+:17]=[N-:18].[O-]CC.[Na+].O.